Dataset: Experimentally validated miRNA-target interactions with 360,000+ pairs, plus equal number of negative samples. Task: Binary Classification. Given a miRNA mature sequence and a target amino acid sequence, predict their likelihood of interaction. (1) The miRNA is hsa-miR-138-1-3p with sequence GCUACUUCACAACACCAGGGCC. The protein sequence of the target gene is MFGRKRSVSFGGFGWIDKTMLASLKVKKQELANSSDATLPDRPLSPPLTAPPTMKSSEFFEMLEKMQGIKLEEQKPGPQKNKDDYIPYPSIDEVVEKGGPYPQVILPQFGGYWIEDPENVGTPTSLGSSICEEEEEDNLSPNTFGYKLECKGEARAYRRHFLGKDHLNFYCTGSSLGNLILSVKCEEAEGIEYLRVILRSKLKTVHERIPLAGLSKLPSVPQIAKAFCDDAVGLRFNPVLYPKASQMIVSYDEHEVNNTFKFGVIYQKARQTLEEELFGNNEESPAFKEFLDLLGDTITL.... Result: 0 (no interaction). (2) The miRNA is hsa-miR-6864-5p with sequence UUGAAGGGACAAGUCAGAUAUGCC. The protein sequence of the target gene is MAVRQALGRGLQLGRALLLRFAPKPGPLFGWGKPGPAAAWGRGERPGQVVSPGAQPRPVGLPLPDRYRFFRQSVAGLAARIQRQFMVRARGGAGPCGRAVFLAFGLGLGLIEEKQAEGRRAASACQEIQAIFTQKTKRVSDPLDTRCWQGFRLEDYLIGQAIGKGCNAAVYEATMPTLPQHLEKAKHLGLIGKGPDVVLKGADGEQAPGTPTFPFAIKMMWNISAGSSSEAILSKMSQELVPASRVALAGEYGAVTYRRSRDGPKQLAPHPNIIRVFRAFTSSVPLLPGALADYPDMLPP.... Result: 0 (no interaction). (3) The miRNA is hsa-miR-613 with sequence AGGAAUGUUCCUUCUUUGCC. The protein sequence of the target gene is MYPNPLIYCTCWDPWNLGPRKLIKTPQLPRKNSTGSSKLTPLVPAPKNHNYLQPTKPVVSPKMKIHSARQEETNKSFYEVINVSPGYQLVRNREQISVTLGDEMFDRKKRWESEIPDKGRFSRTNIISDLEEQISELTAIIEQMNRDHQSAQKLLSSEMDLRCAEMKQNFENKNRELKEAHEAELSELENNYKAALKAEKLAAQEKLEEMGKEYKYLKNMFRTYQDSIYDEMEEKWSKQKAKWKKDEKFERENILLQQKKKMTKKFEMESGEEDKKINESCSAVFENFIQEKEELLKQHQ.... Result: 0 (no interaction). (4) The miRNA is hsa-miR-639 with sequence AUCGCUGCGGUUGCGAGCGCUGU. The protein sequence of the target gene is MAQDLSEKDLLKMEVEQLKKEVKNTRIPISKAGKEIKEYVEAQAGNDPFLKGIPEDKNPFKEKGGCLIS. Result: 0 (no interaction).